From a dataset of Experimentally validated miRNA-target interactions with 360,000+ pairs, plus equal number of negative samples. Binary Classification. Given a miRNA mature sequence and a target amino acid sequence, predict their likelihood of interaction. The miRNA is hsa-miR-3129-5p with sequence GCAGUAGUGUAGAGAUUGGUUU. The protein sequence of the target gene is MSQWTPEFNELYTLKVAMKSGTPDAPTTQESLKAVLLHPQPLGATKSFPAEVEMINSKVGNEFSHLCDDSQKQEKDMTGNQQEQEKSGVVRKKRKSQQAGPSYVQNCVKENQEILGRRQQLETPSDEDNDSSLSECLSSPSSSLHFGGSDTVTSDEDKEVSVRHTQPVLSAKSRSHSARSHKWPRTEADPVPSLLMKRPCFHGSALRRVTCRKRLVKSSSSQRTQKQKERMLVQRKKREALAQRKYALLSSSSSSSENDLSSDSSSSSSTDGEEDLCASASENPSNPAAPSGSIDEDVVV.... Result: 0 (no interaction).